Dataset: Forward reaction prediction with 1.9M reactions from USPTO patents (1976-2016). Task: Predict the product of the given reaction. (1) The product is: [ClH:1].[Cl:1][C:2]1[CH:3]=[C:4]([C:5]2[O:7][N:38]=[C:33]([C:43]([NH2:41])=[O:44])[N:47]=2)[CH:8]=[CH:9][C:10]=1[C:11]1[N:15]([CH3:16])[C:14]([C:17]([CH3:29])([O:19][C:20]2[C:25]([F:26])=[CH:24][C:23]([F:27])=[CH:22][C:21]=2[F:28])[CH3:18])=[N:13][N:12]=1. Given the reactants [Cl:1][C:2]1[CH:3]=[C:4]([CH:8]=[CH:9][C:10]=1[C:11]1[N:15]([CH3:16])[C:14]([C:17]([CH3:29])([O:19][C:20]2[C:25]([F:26])=[CH:24][C:23]([F:27])=[CH:22][C:21]=2[F:28])[CH3:18])=[N:13][N:12]=1)[C:5]([OH:7])=O.C1C=C[C:33]2[N:38](O)N=NC=2C=1.C[N:41]([CH:43]=[O:44])C.C([N:47](CC)CC)C, predict the reaction product. (2) Given the reactants Cl[C:2]1[C:7]([O:8][CH2:9][CH:10]2[CH2:12][CH2:11]2)=[CH:6][N:5]=[C:4]([S:13]([CH3:16])(=[O:15])=[O:14])[N:3]=1.[CH3:17][N:18]1[CH:27]=[C:26](B2OC(C)(C)C(C)(C)O2)[C:25]2[C:20](=[CH:21][CH:22]=[CH:23][CH:24]=2)[C:19]1=[O:37].[O-]P([O-])([O-])=O.[K+].[K+].[K+].N#N, predict the reaction product. The product is: [CH:10]1([CH2:9][O:8][C:7]2[C:2]([C:26]3[C:25]4[C:20](=[CH:21][CH:22]=[CH:23][CH:24]=4)[C:19](=[O:37])[N:18]([CH3:17])[CH:27]=3)=[N:3][C:4]([S:13]([CH3:16])(=[O:15])=[O:14])=[N:5][CH:6]=2)[CH2:12][CH2:11]1.